The task is: Regression. Given a peptide amino acid sequence and an MHC pseudo amino acid sequence, predict their binding affinity value. This is MHC class I binding data.. This data is from Peptide-MHC class I binding affinity with 185,985 pairs from IEDB/IMGT. The peptide sequence is KPNELSLAL. The MHC is HLA-A30:02 with pseudo-sequence HLA-A30:02. The binding affinity (normalized) is 0.113.